This data is from TCR-epitope binding with 47,182 pairs between 192 epitopes and 23,139 TCRs. The task is: Binary Classification. Given a T-cell receptor sequence (or CDR3 region) and an epitope sequence, predict whether binding occurs between them. (1) The epitope is MPASWVMRI. The TCR CDR3 sequence is CATSALAGQGRDEQFF. Result: 0 (the TCR does not bind to the epitope). (2) Result: 1 (the TCR binds to the epitope). The TCR CDR3 sequence is CASSYSTDTQYF. The epitope is YLDAYNMMI. (3) The epitope is FLASKIGRLV. The TCR CDR3 sequence is CASSRGQGNGYTF. Result: 0 (the TCR does not bind to the epitope). (4) The epitope is FTISVTTEIL. The TCR CDR3 sequence is CASSLGLNEQYF. Result: 1 (the TCR binds to the epitope). (5) The epitope is TVYDPLQPELDSFK. The TCR CDR3 sequence is CASSLVLASYEQYF. Result: 1 (the TCR binds to the epitope). (6) The epitope is GTSGSPIIDK. The TCR CDR3 sequence is CASRKGTSGSGKQYF. Result: 0 (the TCR does not bind to the epitope).